This data is from Full USPTO retrosynthesis dataset with 1.9M reactions from patents (1976-2016). The task is: Predict the reactants needed to synthesize the given product. (1) Given the product [CH:1]1[C:10]2[C:5](=[CH:6][CH:7]=[CH:8][CH:9]=2)[CH:4]=[C:3]([C:11]2[NH:12][CH:13]=[C:14]([C:16]3[CH:17]=[C:18]([CH:22]=[CH:23][CH:24]=3)[C:19]([O:21][CH2:31][C:30]([C:29]3[CH:34]=[CH:35][C:26]([F:25])=[CH:27][CH:28]=3)=[O:33])=[O:20])[N:15]=2)[N:2]=1, predict the reactants needed to synthesize it. The reactants are: [CH:1]1[C:10]2[C:5](=[CH:6][CH:7]=[CH:8][CH:9]=2)[CH:4]=[C:3]([C:11]2[NH:12][CH:13]=[C:14]([C:16]3[CH:17]=[C:18]([CH:22]=[CH:23][CH:24]=3)[C:19]([OH:21])=[O:20])[N:15]=2)[N:2]=1.[F:25][C:26]1[CH:35]=[CH:34][C:29]([C:30](=[O:33])[CH2:31]Br)=[CH:28][CH:27]=1. (2) Given the product [CH2:1]([O:8][C:9]1[CH:10]=[CH:11][C:12]2[C:13]3[N:21]([CH2:22][CH2:23][CH2:24][CH2:25][N:26]4[CH2:30][CH2:29][CH2:28][S:27]4(=[O:31])=[O:32])[C:20]([CH2:33][O:34][CH2:35][CH3:36])=[N:19][C:14]=3[C:15]([NH2:49])=[N:16][C:17]=2[CH:18]=1)[C:2]1[CH:3]=[CH:4][CH:5]=[CH:6][CH:7]=1, predict the reactants needed to synthesize it. The reactants are: [CH2:1]([O:8][C:9]1[CH:10]=[CH:11][C:12]2[C:13]3[N:21]([CH2:22][CH2:23][CH2:24][CH2:25][N:26]4[CH2:30][CH2:29][CH2:28][S:27]4(=[O:32])=[O:31])[C:20]([CH2:33][O:34][CH2:35][CH3:36])=[N:19][C:14]=3[CH:15]=[N:16][C:17]=2[CH:18]=1)[C:2]1[CH:7]=[CH:6][CH:5]=[CH:4][CH:3]=1.ClC1C=C(C=CC=1)C(OO)=O.[OH-].[NH4+:49].C1(C)C=CC(S(Cl)(=O)=O)=CC=1. (3) Given the product [Cl:22][C:19]1[CH:20]=[CH:21][C:16]([C:13]2[N:12]([C:23]3[CH:28]=[CH:27][C:26]([Cl:29])=[CH:25][C:24]=3[Cl:30])[N:11]=[C:10]([C:8]3[O:5][C:1]([CH2:2][CH2:3][CH3:4])=[N:6][N:7]=3)[C:14]=2[CH3:15])=[CH:17][CH:18]=1, predict the reactants needed to synthesize it. The reactants are: [C:1]([NH:6][NH:7][C:8]([C:10]1[C:14]([CH3:15])=[C:13]([C:16]2[CH:21]=[CH:20][C:19]([Cl:22])=[CH:18][CH:17]=2)[N:12]([C:23]2[CH:28]=[CH:27][C:26]([Cl:29])=[CH:25][C:24]=2[Cl:30])[N:11]=1)=O)(=[O:5])[CH2:2][CH2:3][CH3:4].CC[N+](S(N=C(OC)[O-])(=O)=O)(CC)CC. (4) Given the product [C:1]([N:5]1[CH2:27][CH2:26][CH2:25][CH2:24][C:8]2[C:9]([Br:23])=[C:10]3[C:19]4[CH:18]=[C:17]([C:31]5[CH:30]=[N:29][CH:34]=[CH:33][CH:32]=5)[C:16]([O:21][CH3:22])=[CH:15][C:14]=4[CH2:13][CH2:12][N:11]3[C:7]=2[C:6]1=[O:28])([CH3:2])([CH3:3])[CH3:4], predict the reactants needed to synthesize it. The reactants are: [C:1]([N:5]1[CH2:27][CH2:26][CH2:25][CH2:24][C:8]2[C:9]([Br:23])=[C:10]3[C:19]4[CH:18]=[C:17](Br)[C:16]([O:21][CH3:22])=[CH:15][C:14]=4[CH2:13][CH2:12][N:11]3[C:7]=2[C:6]1=[O:28])([CH3:4])([CH3:3])[CH3:2].[N:29]1[CH:34]=[CH:33][CH:32]=[C:31](B(O)O)[CH:30]=1.C([O-])([O-])=O.[K+].[K+].COCCOC. (5) Given the product [NH2:1][C:2]1[C:10]2[C:9]([C:11]3[CH:16]=[CH:15][C:14]([Cl:17])=[C:13]([Cl:18])[CH:12]=3)=[N:8][C:7]([NH:31][CH:25]3[CH2:30][CH2:29][CH2:28][CH2:27][CH2:26]3)=[N:6][C:5]=2[S:4][C:3]=1[C:22]([NH2:24])=[O:23], predict the reactants needed to synthesize it. The reactants are: [NH2:1][C:2]1[C:10]2[C:9]([C:11]3[CH:16]=[CH:15][C:14]([Cl:17])=[C:13]([Cl:18])[CH:12]=3)=[N:8][C:7](S(C)=O)=[N:6][C:5]=2[S:4][C:3]=1[C:22]([NH2:24])=[O:23].[CH:25]1([NH2:31])[CH2:30][CH2:29][CH2:28][CH2:27][CH2:26]1. (6) Given the product [C:1]([C@H:5]1[CH2:10][CH2:9][C@H:8]([O:11][C:12]2[C:13]([CH3:32])=[C:14]3[C:19](=[CH:20][CH:21]=2)[CH:18]=[C:17]([CH2:22][N:23]2[CH2:26][CH:25]([C:27]([O:29][CH3:30])=[O:28])[CH2:24]2)[CH:16]=[CH:15]3)[CH2:7][CH2:6]1)([CH3:4])([CH3:3])[CH3:2], predict the reactants needed to synthesize it. The reactants are: [C:1]([C@H:5]1[CH2:10][CH2:9][C@H:8]([O:11][C:12]2[C:13](I)=[C:14]3[C:19](=[CH:20][CH:21]=2)[CH:18]=[C:17]([CH2:22][N:23]2[CH2:26][CH:25]([C:27]([O:29][CH3:30])=[O:28])[CH2:24]2)[CH:16]=[CH:15]3)[CH2:7][CH2:6]1)([CH3:4])([CH3:3])[CH3:2].[CH3:32]B(O)O.C([O-])([O-])=O.[K+].[K+].ClCCl.